Dataset: Reaction yield outcomes from USPTO patents with 853,638 reactions. Task: Predict the reaction yield, written as a fraction of the theoretical maximum amount of product (1.0 means a 100% yield; for example, 0.34 means a 34% yield). The reactants are C[Li].CON(C)[C:6]([C:8]1[CH:13]=[N:12][C:11]([CH3:14])=[CH:10][N:9]=1)=[O:7].O.[C:17](OCC)(=O)C. The catalyst is C(OCC)C.O1CCCC1. The product is [CH3:14][C:11]1[N:12]=[CH:13][C:8]([C:6](=[O:7])[CH3:17])=[N:9][CH:10]=1. The yield is 0.860.